From a dataset of Catalyst prediction with 721,799 reactions and 888 catalyst types from USPTO. Predict which catalyst facilitates the given reaction. (1) Reactant: [NH2:1][C:2]1[C:3]([F:22])=[CH:4][C:5]([Cl:21])=[C:6]([C:8]2[C:9](=[O:20])[N:10]([CH3:19])[C:11]3[C:16]([CH:17]=2)=[CH:15][N:14]=[C:13](Cl)[CH:12]=3)[CH:7]=1.[CH3:23][O:24][C:25]1[CH:33]=[CH:32][C:28]([CH2:29][NH:30][CH3:31])=[CH:27][CH:26]=1. Product: [CH3:23][O:24][C:25]1[CH:33]=[CH:32][C:28]([CH2:29][N:30]([CH3:31])[C:13]2[CH:12]=[C:11]3[C:16]([CH:17]=[C:8]([C:6]4[CH:7]=[C:2]([NH2:1])[C:3]([F:22])=[CH:4][C:5]=4[Cl:21])[C:9](=[O:20])[N:10]3[CH3:19])=[CH:15][N:14]=2)=[CH:27][CH:26]=1. The catalyst class is: 28. (2) Reactant: [Cl:1][C:2]1[N:7]=[CH:6][C:5]([S:8]([C:11]2[N:15]([C:16]3[CH:21]=[CH:20][CH:19]=[CH:18][C:17]=3[F:22])[N:14]=[C:13]([CH2:23][N:24](C)[C:25](=O)OC(C)(C)C)[CH:12]=2)(=[O:10])=[O:9])=[CH:4][CH:3]=1.C(OCC)(=O)C.Cl. Product: [ClH:1].[Cl:1][C:2]1[N:7]=[CH:6][C:5]([S:8]([C:11]2[N:15]([C:16]3[CH:21]=[CH:20][CH:19]=[CH:18][C:17]=3[F:22])[N:14]=[C:13]([CH2:23][NH:24][CH3:25])[CH:12]=2)(=[O:10])=[O:9])=[CH:4][CH:3]=1. The catalyst class is: 13. (3) Product: [CH3:19][S:8]([C:5]1[CH:6]=[CH:7][C:2]([Br:1])=[CH:3][C:4]=1[Cl:12])(=[O:10])=[O:9]. Reactant: [Br:1][C:2]1[CH:7]=[CH:6][C:5]([S:8](Cl)(=[O:10])=[O:9])=[C:4]([Cl:12])[CH:3]=1.[O-]S([O-])=O.[Na+].[Na+].[C:19]([O-])(O)=O.[Na+].CI. The catalyst class is: 6. (4) The catalyst class is: 1. Product: [CH3:1][O:2][C:3]([C:5]1[CH:6]=[C:7]([C:23]2([OH:25])[CH2:24][O:21][CH2:22]2)[N:8]2[C:13]=1[C:12]([Cl:14])=[CH:11][CH:10]=[CH:9]2)=[O:4]. Reactant: [CH3:1][O:2][C:3]([C:5]1[CH:6]=[C:7](I)[N:8]2[C:13]=1[C:12]([Cl:14])=[CH:11][CH:10]=[CH:9]2)=[O:4].C([Li])CCC.[O:21]1[CH2:24][C:23](=[O:25])[CH2:22]1. (5) Reactant: [CH3:1][C:2]1[CH:9]=[CH:8][C:5]([CH:6]=O)=[CH:4][CH:3]=1.[OH-].[Na+].[CH3:12][C:13]([CH3:15])=[O:14]. Product: [C:2]1([CH3:1])[CH:9]=[CH:8][C:5](/[CH:6]=[CH:12]/[C:13](=[O:14])[CH3:15])=[CH:4][CH:3]=1. The catalyst class is: 6. (6) Reactant: F[C:2]1[CH:7]=[CH:6][C:5]([S:8]([NH:11][CH2:12][C:13]([F:16])([F:15])[F:14])(=[O:10])=[O:9])=[CH:4][C:3]=1[N+:17]([O-:19])=[O:18].C([O-])([O-])=O.[K+].[K+].[CH2:26]([SH:28])[CH3:27].O. The catalyst class is: 9. Product: [CH2:26]([S:28][C:2]1[CH:7]=[CH:6][C:5]([S:8]([NH:11][CH2:12][C:13]([F:16])([F:15])[F:14])(=[O:10])=[O:9])=[CH:4][C:3]=1[N+:17]([O-:19])=[O:18])[CH3:27].